From a dataset of Forward reaction prediction with 1.9M reactions from USPTO patents (1976-2016). Predict the product of the given reaction. Given the reactants [Cl:1][C:2]1[CH:3]=[C:4]([CH2:18][C:19]([O:21][CH2:22]C)=[O:20])[CH:5]=[CH:6][C:7]=1[O:8][C:9]1[N:13]([CH3:14])[N:12]=[C:11]([CH3:15])[C:10]=1[CH:16]=[O:17].O1CCCC1.CO.[BH4-].[Na+], predict the reaction product. The product is: [Cl:1][C:2]1[CH:3]=[C:4]([CH2:18][C:19]([O:21][CH3:22])=[O:20])[CH:5]=[CH:6][C:7]=1[O:8][C:9]1[N:13]([CH3:14])[N:12]=[C:11]([CH3:15])[C:10]=1[CH2:16][OH:17].